Dataset: Full USPTO retrosynthesis dataset with 1.9M reactions from patents (1976-2016). Task: Predict the reactants needed to synthesize the given product. Given the product [F:31][C:32]([F:45])([F:46])[C:33]1[CH:34]=[C:35]([CH:38]=[C:39]([C:41]([F:44])([F:42])[F:43])[CH:40]=1)[CH2:36][N:22]1[C@@H:21]([CH3:26])[C@H:20]([C:11]2[CH:12]=[C:13]([C:16]([F:17])([F:18])[F:19])[CH:14]=[CH:15][C:10]=2[C:8]2[CH:9]=[C:4]([CH:1]([CH3:3])[CH3:2])[CH:5]=[CH:6][C:7]=2[O:27][CH3:28])[O:24][C:23]1=[O:25], predict the reactants needed to synthesize it. The reactants are: [CH:1]([C:4]1[CH:5]=[CH:6][C:7]([O:27][CH3:28])=[C:8]([C:10]2[CH:15]=[CH:14][C:13]([C:16]([F:19])([F:18])[F:17])=[CH:12][C:11]=2[C@@H:20]2[O:24][C:23](=[O:25])[NH:22][C@H:21]2[CH3:26])[CH:9]=1)([CH3:3])[CH3:2].[H-].[Na+].[F:31][C:32]([F:46])([F:45])[C:33]1[CH:34]=[C:35]([CH:38]=[C:39]([C:41]([F:44])([F:43])[F:42])[CH:40]=1)[CH2:36]Br.